This data is from Peptide-MHC class II binding affinity with 134,281 pairs from IEDB. The task is: Regression. Given a peptide amino acid sequence and an MHC pseudo amino acid sequence, predict their binding affinity value. This is MHC class II binding data. (1) The peptide sequence is WSKDIYNYMEPYVSK. The MHC is DRB1_1001 with pseudo-sequence DRB1_1001. The binding affinity (normalized) is 0.850. (2) The MHC is DRB4_0101 with pseudo-sequence DRB4_0103. The binding affinity (normalized) is 0. The peptide sequence is GYKDWILWISFAISC. (3) The peptide sequence is IGNRPGPSRGVQGFI. The MHC is H-2-IAd with pseudo-sequence H-2-IAd. The binding affinity (normalized) is 0.152. (4) The peptide sequence is SAIQGNVTSIHSLLD. The MHC is DRB1_0301 with pseudo-sequence DRB1_0301. The binding affinity (normalized) is 0.238. (5) The peptide sequence is KGNFQRLAITKGKVD. The MHC is DRB1_0802 with pseudo-sequence DRB1_0802. The binding affinity (normalized) is 0.720. (6) The peptide sequence is EMIYDLHRVVLLESI. The MHC is DRB1_0101 with pseudo-sequence DRB1_0101. The binding affinity (normalized) is 0.529. (7) The peptide sequence is GGIVNAQNAQLSNCS. The MHC is HLA-DPA10103-DPB10401 with pseudo-sequence HLA-DPA10103-DPB10401. The binding affinity (normalized) is 0.262.